Dataset: Forward reaction prediction with 1.9M reactions from USPTO patents (1976-2016). Task: Predict the product of the given reaction. Given the reactants [CH2:1]([O:8][C:9](=[O:35])[CH2:10][CH2:11][CH:12]1[CH:17]([C:18]([OH:20])=O)[CH2:16][CH2:15][N:14]([C:21]2[C:26]([C:27]#[N:28])=[CH:25][C:24]([C:29]([O:31][CH2:32][CH3:33])=[O:30])=[C:23]([CH3:34])[N:22]=2)[CH2:13]1)[C:2]1[CH:7]=[CH:6][CH:5]=[CH:4][CH:3]=1.CN(C(ON1N=NC2C=CC=CC1=2)=[N+](C)C)C.[B-](F)(F)(F)F.CCN(C(C)C)C(C)C.[C:67]1([CH2:73][S:74]([NH2:77])(=[O:76])=[O:75])[CH:72]=[CH:71][CH:70]=[CH:69][CH:68]=1.C([O-])(O)=O.[Na+], predict the reaction product. The product is: [CH2:1]([O:8][C:9](=[O:35])[CH2:10][CH2:11][CH:12]1[CH:17]([C:18](=[O:20])[NH:77][S:74]([CH2:73][C:67]2[CH:68]=[CH:69][CH:70]=[CH:71][CH:72]=2)(=[O:75])=[O:76])[CH2:16][CH2:15][N:14]([C:21]2[C:26]([C:27]#[N:28])=[CH:25][C:24]([C:29]([O:31][CH2:32][CH3:33])=[O:30])=[C:23]([CH3:34])[N:22]=2)[CH2:13]1)[C:2]1[CH:7]=[CH:6][CH:5]=[CH:4][CH:3]=1.